Dataset: Reaction yield outcomes from USPTO patents with 853,638 reactions. Task: Predict the reaction yield, written as a fraction of the theoretical maximum amount of product (1.0 means a 100% yield; for example, 0.34 means a 34% yield). (1) The reactants are [C:1]([O:9][CH:10]([CH:18]1[CH2:23][CH2:22][CH2:21][CH2:20][CH2:19]1)[CH:11]1[CH2:16][CH2:15][CH:14]([OH:17])[CH2:13][CH2:12]1)(=[O:8])[C:2]1[CH:7]=[CH:6][CH:5]=[CH:4][CH:3]=1.CC(OI1(OC(C)=O)(OC(C)=O)OC(=O)C2C=CC=CC1=2)=O. The catalyst is C(Cl)Cl. The product is [C:1]([O:9][CH:10]([CH:18]1[CH2:23][CH2:22][CH2:21][CH2:20][CH2:19]1)[CH:11]1[CH2:16][CH2:15][C:14](=[O:17])[CH2:13][CH2:12]1)(=[O:8])[C:2]1[CH:7]=[CH:6][CH:5]=[CH:4][CH:3]=1. The yield is 0.750. (2) The reactants are Br[CH2:2][C:3]1[S:4][C:5](=[S:10])[S:6][C:7]=1[CH2:8]Br.[C:11]1(=[O:18])[CH:16]=[CH:15][C:14](=[O:17])[CH:13]=[CH:12]1.ClC1C(=O)C(C#N)=C(C#N)C(=O)C=1Cl. The catalyst is [I-].C([N+](CC)(CC)CC)C.C(#N)C. The product is [S:10]=[C:5]1[S:4][C:3]2[CH:2]=[C:12]3[C:13](=[CH:8][C:7]=2[S:6]1)[C:14](=[O:17])[CH:15]=[CH:16][C:11]3=[O:18]. The yield is 0.780. (3) The reactants are FC(F)(F)C1C=C(NC(=O)NC2C=CC(C3SC(CCC(OC)=O)=NC=3)=CC=2)C=CC=1.[F:32][C:33]([F:56])([F:55])[S:34]([N:37]1[CH2:42][CH2:41][CH:40]([C:43]2[S:44][C:45]([C:48]3[CH:54]=[CH:53][C:51]([NH2:52])=[CH:50][CH:49]=3)=[CH:46][N:47]=2)[CH2:39][CH2:38]1)(=[O:36])=[O:35].[F:57][C:58]1[CH:63]=[C:62]([F:64])[C:61]([F:65])=[CH:60][C:59]=1[N:66]=[C:67]=[O:68]. No catalyst specified. The product is [F:56][C:33]([F:32])([F:55])[S:34]([N:37]1[CH2:42][CH2:41][CH:40]([C:43]2[S:44][C:45]([C:48]3[CH:54]=[CH:53][C:51]([NH:52][C:67]([NH:66][C:59]4[CH:60]=[C:61]([F:65])[C:62]([F:64])=[CH:63][C:58]=4[F:57])=[O:68])=[CH:50][CH:49]=3)=[CH:46][N:47]=2)[CH2:39][CH2:38]1)(=[O:35])=[O:36]. The yield is 0.870. (4) The reactants are [F:1][C:2]1[CH:7]=[C:6]([O:8][C:9]2[CH:14]=[CH:13][N:12]=[C:11]([CH3:15])[CH:10]=2)[CH:5]=[CH:4][C:3]=1B(O)O.C([O-])(O)=O.[Na+].Br[C:25]1[CH:30]=[CH:29][N:28]([CH2:31][CH2:32][CH2:33][CH3:34])[C:27](=[O:35])[C:26]=1[C:36]#[N:37]. The catalyst is O1CCOCC1.C1C=CC([P]([Pd]([P](C2C=CC=CC=2)(C2C=CC=CC=2)C2C=CC=CC=2)([P](C2C=CC=CC=2)(C2C=CC=CC=2)C2C=CC=CC=2)[P](C2C=CC=CC=2)(C2C=CC=CC=2)C2C=CC=CC=2)(C2C=CC=CC=2)C2C=CC=CC=2)=CC=1. The product is [CH2:31]([N:28]1[CH:29]=[CH:30][C:25]([C:3]2[CH:4]=[CH:5][C:6]([O:8][C:9]3[CH:14]=[CH:13][N:12]=[C:11]([CH3:15])[CH:10]=3)=[CH:7][C:2]=2[F:1])=[C:26]([C:36]#[N:37])[C:27]1=[O:35])[CH2:32][CH2:33][CH3:34]. The yield is 0.680. (5) The reactants are [CH3:1][C:2]1[CH:11]=[CH:10][C:9]2[C:4](=[CH:5][CH:6]=[CH:7][C:8]=2[N:12]2[CH2:17][CH2:16][NH:15][CH2:14][CH2:13]2)[N:3]=1.Cl[CH2:19][C:20]([C:22]1[C:23]([F:33])=[CH:24][C:25]2[O:30][CH2:29][C:28](=[O:31])[NH:27][C:26]=2[CH:32]=1)=[O:21]. The catalyst is C(#N)C.C(N(C(C)C)CC)(C)C. The product is [F:33][C:23]1[C:22]([C:20](=[O:21])[CH2:19][N:15]2[CH2:16][CH2:17][N:12]([C:8]3[CH:7]=[CH:6][CH:5]=[C:4]4[C:9]=3[CH:10]=[CH:11][C:2]([CH3:1])=[N:3]4)[CH2:13][CH2:14]2)=[CH:32][C:26]2[NH:27][C:28](=[O:31])[CH2:29][O:30][C:25]=2[CH:24]=1. The yield is 0.230. (6) The reactants are [CH:1]([C:3]1[C:4]([O:20][CH3:21])=[C:5]([CH:17]=[CH:18][CH:19]=1)[O:6][C:7]1[CH:14]=[C:13]([O:15][CH3:16])[CH:12]=[CH:11][C:8]=1[C:9]#[N:10])=O.CN.[C:24]([BH3-])#[N:25].[Na+].[C:28]([OH:35])(=[O:34])/[CH:29]=[CH:30]/[C:31]([OH:33])=[O:32]. The catalyst is C(O)(=O)C.CO. The product is [C:28]([OH:35])(=[O:34])/[CH:29]=[CH:30]/[C:31]([OH:33])=[O:32].[CH3:16][O:15][C:13]1[CH:12]=[CH:11][C:8]([C:9]#[N:10])=[C:7]([O:6][C:5]2[CH:17]=[CH:18][CH:19]=[C:3]([CH2:1][NH:25][CH3:24])[C:4]=2[O:20][CH3:21])[CH:14]=1. The yield is 0.580. (7) The reactants are [F:1][C:2]1[CH:9]=[C:8]([OH:10])[CH:7]=[CH:6][C:3]=1[C:4]#[N:5].FC(F)(F)S(O)(=O)=O.[Br:19]N1C(=O)CCC1=O. The catalyst is C(#N)C. The product is [Br:19][C:7]1[C:8]([OH:10])=[CH:9][C:2]([F:1])=[C:3]([CH:6]=1)[C:4]#[N:5]. The yield is 0.380.